This data is from Full USPTO retrosynthesis dataset with 1.9M reactions from patents (1976-2016). The task is: Predict the reactants needed to synthesize the given product. (1) Given the product [F:1][C:2]1[CH:7]=[C:6]([F:8])[CH:5]=[CH:4][C:3]=1[N:9]1[C:17](=[O:18])[C:16]2[C@H:15]3[C:19]([CH3:21])([CH3:20])[C@:12]([CH3:22])([CH2:13][CH2:14]3)[C:11]=2[N:10]1[CH2:24][CH2:25][CH3:26], predict the reactants needed to synthesize it. The reactants are: [F:1][C:2]1[CH:7]=[C:6]([F:8])[CH:5]=[CH:4][C:3]=1[N:9]1[C:17](=[O:18])[C:16]2[C@H:15]3[C:19]([CH3:21])([CH3:20])[C@:12]([CH3:22])([CH2:13][CH2:14]3)[C:11]=2[NH:10]1.I[CH2:24][CH2:25][CH3:26]. (2) Given the product [CH3:30][C:31]1[CH:36]=[CH:35][C:34]([S:37]([O:40][CH2:41][CH2:42][CH2:43][N:13]([C:10]2[CH:9]=[CH:8][C:7]([C:4]3[N:3]4[C:21]5[CH:27]=[CH:26][CH:25]=[CH:24][C:22]=5[N:23]=[C:2]4[N:1]=[CH:6][CH:5]=3)=[CH:12][CH:11]=2)[C:14]([O:15][C:16]([CH3:19])([CH3:17])[CH3:18])=[O:20])(=[O:39])=[O:38])=[CH:33][CH:32]=1, predict the reactants needed to synthesize it. The reactants are: [N:1]1[C:2]2[N:3]([C:21]3[CH:27]=[CH:26][CH:25]=[CH:24][C:22]=3[N:23]=2)[C:4]([C:7]2[CH:12]=[CH:11][C:10]([NH:13][C:14](=[O:20])[O:15][C:16]([CH3:19])([CH3:18])[CH3:17])=[CH:9][CH:8]=2)=[CH:5][CH:6]=1.[H-].[Na+].[CH3:30][C:31]1[CH:36]=[CH:35][C:34]([S:37]([O:40][CH2:41][CH2:42][CH2:43]OS(C2C=CC(C)=CC=2)(=O)=O)(=[O:39])=[O:38])=[CH:33][CH:32]=1.